From a dataset of NCI-60 drug combinations with 297,098 pairs across 59 cell lines. Regression. Given two drug SMILES strings and cell line genomic features, predict the synergy score measuring deviation from expected non-interaction effect. (1) Drug 1: C#CCC(CC1=CN=C2C(=N1)C(=NC(=N2)N)N)C3=CC=C(C=C3)C(=O)NC(CCC(=O)O)C(=O)O. Drug 2: COCCOC1=C(C=C2C(=C1)C(=NC=N2)NC3=CC=CC(=C3)C#C)OCCOC.Cl. Cell line: RPMI-8226. Synergy scores: CSS=-0.880, Synergy_ZIP=0.720, Synergy_Bliss=2.19, Synergy_Loewe=1.65, Synergy_HSA=0.0289. (2) Drug 1: C1=NC2=C(N1)C(=S)N=C(N2)N. Drug 2: CCC1(C2=C(COC1=O)C(=O)N3CC4=CC5=C(C=CC(=C5CN(C)C)O)N=C4C3=C2)O.Cl. Cell line: HCT-15. Synergy scores: CSS=44.0, Synergy_ZIP=-3.43, Synergy_Bliss=-0.183, Synergy_Loewe=-5.58, Synergy_HSA=1.44. (3) Synergy scores: CSS=34.7, Synergy_ZIP=6.63, Synergy_Bliss=6.62, Synergy_Loewe=-22.7, Synergy_HSA=6.71. Cell line: HCC-2998. Drug 1: C1=CC(=C2C(=C1NCCNCCO)C(=O)C3=C(C=CC(=C3C2=O)O)O)NCCNCCO. Drug 2: C1=CC=C(C(=C1)C(C2=CC=C(C=C2)Cl)C(Cl)Cl)Cl. (4) Drug 1: CC12CCC3C(C1CCC2=O)CC(=C)C4=CC(=O)C=CC34C. Drug 2: CCCCCOC(=O)NC1=NC(=O)N(C=C1F)C2C(C(C(O2)C)O)O. Cell line: UACC-257. Synergy scores: CSS=36.0, Synergy_ZIP=1.40, Synergy_Bliss=3.11, Synergy_Loewe=-8.71, Synergy_HSA=3.17. (5) Drug 2: C1CC(=O)NC(=O)C1N2C(=O)C3=CC=CC=C3C2=O. Drug 1: C1CC(C1)(C(=O)O)C(=O)O.[NH2-].[NH2-].[Pt+2]. Cell line: A498. Synergy scores: CSS=2.34, Synergy_ZIP=-1.14, Synergy_Bliss=-1.04, Synergy_Loewe=-0.182, Synergy_HSA=-0.166.